This data is from Full USPTO retrosynthesis dataset with 1.9M reactions from patents (1976-2016). The task is: Predict the reactants needed to synthesize the given product. (1) Given the product [NH2:1][CH2:4][C:5]([F:43])([F:42])[CH2:6][CH2:7][C@H:8]([N:18]([CH2:37][CH2:38][CH2:39][CH2:40][CH3:41])[S:19]([C:22]1[CH:23]=[CH:24][C:25]([CH2:28][O:29][Si:30]([C:33]([CH3:34])([CH3:35])[CH3:36])([CH3:31])[CH3:32])=[CH:26][CH:27]=1)(=[O:21])=[O:20])[CH2:9][O:10][Si:11]([C:14]([CH3:16])([CH3:15])[CH3:17])([CH3:12])[CH3:13], predict the reactants needed to synthesize it. The reactants are: [N:1]([CH2:4][C:5]([F:43])([F:42])[CH2:6][CH2:7][C@H:8]([N:18]([CH2:37][CH2:38][CH2:39][CH2:40][CH3:41])[S:19]([C:22]1[CH:27]=[CH:26][C:25]([CH2:28][O:29][Si:30]([C:33]([CH3:36])([CH3:35])[CH3:34])([CH3:32])[CH3:31])=[CH:24][CH:23]=1)(=[O:21])=[O:20])[CH2:9][O:10][Si:11]([C:14]([CH3:17])([CH3:16])[CH3:15])([CH3:13])[CH3:12])=[N+]=[N-].C1(P(C2C=CC=CC=2)C2C=CC=CC=2)C=CC=CC=1. (2) Given the product [Cl:1][C:2]1[C:3]([C:8]2([O:18][CH3:21])[CH2:17][CH2:16][C:11]3([O:15][CH2:14][CH2:13][O:12]3)[CH2:10][CH2:9]2)=[N:4][CH:5]=[CH:6][CH:7]=1, predict the reactants needed to synthesize it. The reactants are: [Cl:1][C:2]1[C:3]([C:8]2([OH:18])[CH2:17][CH2:16][C:11]3([O:15][CH2:14][CH2:13][O:12]3)[CH2:10][CH2:9]2)=[N:4][CH:5]=[CH:6][CH:7]=1.[H-].[Na+].[CH3:21]I. (3) Given the product [Cl:1][C:2]1[CH:3]=[C:4]([NH:12][C:13]2[C:18]([C:19]#[N:20])=[CH:17][N:16]=[CH:15][C:14]=2[C:27]2[O:28][C:29]3[CH:35]=[CH:34][C:33]([CH:36]=[O:37])=[CH:32][C:30]=3[CH:31]=2)[C:5]([CH3:11])=[C:6]2[C:10]=1[NH:9][CH:8]=[CH:7]2, predict the reactants needed to synthesize it. The reactants are: [Cl:1][C:2]1[CH:3]=[C:4]([NH:12][C:13]2[C:18]([C:19]#[N:20])=[CH:17][N:16]=[CH:15][C:14]=2I)[C:5]([CH3:11])=[C:6]2[C:10]=1[NH:9][CH:8]=[CH:7]2.C([Sn](CCCC)(CCCC)[C:27]1[O:28][C:29]2[CH:35]=[CH:34][C:33]([CH:36]=[O:37])=[CH:32][C:30]=2[CH:31]=1)CCC.C(OCC)(=O)C. (4) Given the product [CH:26]1[CH:25]=[CH:24][C:23]([CH2:22][C:17]2[NH:16][C:15](=[C:12]3[CH:11]=[CH:10][C:9](=[O:8])[CH:14]=[CH:13]3)[CH:20]=[N:19][C:18]=2[NH:21][C:48]([CH2:47][C:44]2[CH:45]=[CH:46][C:41]([OH:40])=[CH:42][CH:43]=2)=[O:49])=[CH:29][CH:27]=1, predict the reactants needed to synthesize it. The reactants are: [Si]([O:8][C:9]1[CH:14]=[CH:13][C:12]([C:15]2[N:16]=[C:17]([C:22]3S[C:25]4[C:26]5SC=[CH:29][C:27]=5S[C:24]=4[CH:23]=3)[C:18]([NH2:21])=[N:19][CH:20]=2)=[CH:11][CH:10]=1)(C(C)(C)C)(C)C.[Si]([O:40][C:41]1[CH:46]=[CH:45][C:44]([CH2:47][C:48](Cl)=[O:49])=[CH:43][CH:42]=1)(C(C)(C)C)(C)C.O. (5) Given the product [NH2:1][C:2]1[C:11]2[N:10]=[CH:9][C:8]([CH2:12][CH2:13][C:14]3[CH:24]=[CH:23][C:17]([C:37]([OH:36])([CH3:38])[CH3:31])=[CH:16][C:15]=3[CH3:25])=[CH:7][C:6]=2[C:5]2[CH:26]=[CH:27][C:28]([CH3:30])=[CH:29][C:4]=2[N:3]=1, predict the reactants needed to synthesize it. The reactants are: [NH2:1][C:2]1[C:11]2[N:10]=[CH:9][C:8]([CH2:12][CH2:13][C:14]3[CH:24]=[CH:23][C:17](C(OCC)=O)=[CH:16][C:15]=3[CH3:25])=[CH:7][C:6]=2[C:5]2[CH:26]=[CH:27][C:28]([CH3:30])=[CH:29][C:4]=2[N:3]=1.[CH3:31][Mg]I.CC[O:36][CH2:37][CH3:38]. (6) The reactants are: C([O:3][C:4]([C:6]1[C:7](=[O:24])[N:8]([CH2:17][C:18]2[CH:23]=[CH:22][CH:21]=[CH:20][N:19]=2)[C:9]2[C:14]([C:15]=1[OH:16])=[CH:13][CH:12]=[CH:11][CH:10]=2)=O)C.[NH2:25][C:26]1[CH:31]=[CH:30][CH:29]=[CH:28][C:27]=1[S:32]([NH2:35])(=[O:34])=[O:33]. Given the product [S:32]([C:27]1[CH:28]=[CH:29][CH:30]=[CH:31][C:26]=1[NH:25][C:4]([C:6]1[C:7](=[O:24])[N:8]([CH2:17][C:18]2[CH:23]=[CH:22][CH:21]=[CH:20][N:19]=2)[C:9]2[C:14]([C:15]=1[OH:16])=[CH:13][CH:12]=[CH:11][CH:10]=2)=[O:3])(=[O:33])(=[O:34])[NH2:35], predict the reactants needed to synthesize it. (7) Given the product [CH2:3]([NH:4][C:11]([CH:3]1[CH:2]([CH3:1])[C:10]2[C:5](=[CH:6][CH:7]=[CH:8][CH:9]=2)[NH:4]1)=[O:13])[CH2:2][CH2:10][CH3:9], predict the reactants needed to synthesize it. The reactants are: [CH3:1][CH:2]1[C:10]2[C:5](=[CH:6][CH:7]=[CH:8][CH:9]=2)[NH:4][CH:3]1[C:11]([O:13]C)=O. (8) Given the product [F:1][C:2]([F:26])([F:27])[C:3]1[CH:4]=[C:5]([NH:9][C:10](=[O:25])[C:11](=[CH:33][C:32]2[CH:35]=[CH:36][C:29]([Cl:28])=[CH:30][CH:31]=2)[C:12]([NH:14][C:15]2[CH:20]=[CH:19][CH:18]=[C:17]([C:21]([F:24])([F:23])[F:22])[CH:16]=2)=[O:13])[CH:6]=[CH:7][CH:8]=1, predict the reactants needed to synthesize it. The reactants are: [F:1][C:2]([F:27])([F:26])[C:3]1[CH:4]=[C:5]([NH:9][C:10](=[O:25])[CH2:11][C:12]([NH:14][C:15]2[CH:20]=[CH:19][CH:18]=[C:17]([C:21]([F:24])([F:23])[F:22])[CH:16]=2)=[O:13])[CH:6]=[CH:7][CH:8]=1.[Cl:28][C:29]1[CH:36]=[CH:35][C:32]([CH:33]=O)=[CH:31][CH:30]=1. (9) The reactants are: I[C:2]1[CH:11]=[C:10]2[C:5]([C:6]([NH:15][CH:16]([CH3:18])[CH3:17])=[C:7]([C:12]([NH2:14])=[O:13])[N:8]=[N:9]2)=[CH:4][CH:3]=1.[CH3:19][S:20]([C:23]1[CH:28]=[CH:27][C:26](B(O)O)=[CH:25][CH:24]=1)(=[O:22])=[O:21].C([O-])([O-])=O.[K+].[K+]. Given the product [CH:16]([NH:15][C:6]1[C:5]2[C:10](=[CH:11][C:2]([C:26]3[CH:27]=[CH:28][C:23]([S:20]([CH3:19])(=[O:22])=[O:21])=[CH:24][CH:25]=3)=[CH:3][CH:4]=2)[N:9]=[N:8][C:7]=1[C:12]([NH2:14])=[O:13])([CH3:18])[CH3:17], predict the reactants needed to synthesize it. (10) Given the product [O:1]1[C:5]2[CH:6]=[CH:7][C:8]([C:10]3[NH:11][C:12]4[N:13]([N:17]=[CH:18][C:19]=4[C:20]4[O:21][N:25]=[C:23]([CH3:24])[N:22]=4)[C:14](=[O:16])[CH:15]=3)=[CH:9][C:4]=2[CH:3]=[CH:2]1, predict the reactants needed to synthesize it. The reactants are: [O:1]1[C:5]2[CH:6]=[CH:7][C:8]([C:10]3[NH:11][C:12]4[N:13]([N:17]=[CH:18][C:19]=4[C:20]([N:22]=[C:23]([N:25](C)C)[CH3:24])=[O:21])[C:14](=[O:16])[CH:15]=3)=[CH:9][C:4]=2[CH:3]=[CH:2]1.NO.Cl.[OH-].[Na+].